Dataset: Full USPTO retrosynthesis dataset with 1.9M reactions from patents (1976-2016). Task: Predict the reactants needed to synthesize the given product. (1) Given the product [Br:33][C:11]1[S:12][C:8]([CH2:7][CH:1]2[CH2:2][CH2:3][CH2:4][CH2:5][CH2:6]2)=[C:9]([C:13]2[CH:18]=[C:17]([C:19]([CH3:20])([CH3:22])[CH3:21])[CH:16]=[C:15]([C:23]([CH3:26])([CH3:25])[CH3:24])[CH:14]=2)[N:10]=1, predict the reactants needed to synthesize it. The reactants are: [CH:1]1([CH2:7][C:8]2[S:12][CH:11]=[N:10][C:9]=2[C:13]2[CH:18]=[C:17]([C:19]([CH3:22])([CH3:21])[CH3:20])[CH:16]=[C:15]([C:23]([CH3:26])([CH3:25])[CH3:24])[CH:14]=2)[CH2:6][CH2:5][CH2:4][CH2:3][CH2:2]1.[Li]CCCC.C(Br)(Br)(Br)[Br:33]. (2) Given the product [CH3:27][NH:28][C:2]1[N:7]=[CH:6][N:5]=[C:4]([N:8]2[CH2:13][CH2:12][CH:11]([CH:14]3[CH2:19][CH2:18][N:17]([C:20]([O:22][C:23]([CH3:26])([CH3:25])[CH3:24])=[O:21])[CH2:16][CH2:15]3)[CH2:10][CH2:9]2)[CH:3]=1, predict the reactants needed to synthesize it. The reactants are: Cl[C:2]1[N:7]=[CH:6][N:5]=[C:4]([N:8]2[CH2:13][CH2:12][CH:11]([CH:14]3[CH2:19][CH2:18][N:17]([C:20]([O:22][C:23]([CH3:26])([CH3:25])[CH3:24])=[O:21])[CH2:16][CH2:15]3)[CH2:10][CH2:9]2)[CH:3]=1.[CH3:27][NH2:28]. (3) Given the product [N:16]1([S:21]([N:5]2[CH2:6][CH2:7][CH:2]([OH:1])[CH2:3][CH2:4]2)(=[O:23])=[O:22])[CH:20]=[CH:19][N:18]=[CH:17]1, predict the reactants needed to synthesize it. The reactants are: [OH:1][CH:2]1[CH2:7][CH2:6][NH:5][CH2:4][CH2:3]1.FC(F)(F)S([O-])(=O)=O.[N:16]1([S:21](N2C=C[NH+](C)C2)(=[O:23])=[O:22])[CH:20]=[CH:19][N:18]=[CH:17]1. (4) Given the product [OH:3][C@@H:4]([C@H:8]([C:9]([N:17]1[CH2:21][CH2:20][CH2:19][CH:18]1[C:22]1[CH:27]=[CH:26][CH:25]=[CH:24][N:23]=1)=[O:11])[CH2:12][CH2:13][CH2:14][CH3:15])[C:5]([OH:6])=[O:7], predict the reactants needed to synthesize it. The reactants are: CC1(C)[O:6][C:5](=[O:7])[CH:4]([CH:8]([CH2:12][CH2:13][CH2:14][CH3:15])[C:9]([OH:11])=O)[O:3]1.[NH:17]1[CH2:21][CH2:20][CH2:19][CH:18]1[C:22]1[CH:27]=[CH:26][CH:25]=[CH:24][N:23]=1.